From a dataset of Reaction yield outcomes from USPTO patents with 853,638 reactions. Predict the reaction yield, written as a fraction of the theoretical maximum amount of product (1.0 means a 100% yield; for example, 0.34 means a 34% yield). (1) The reactants are Cl[CH2:2][C:3](Cl)=[O:4].[N+:6]([C:9]1[CH:14]=[CH:13][C:12]([OH:15])=[C:11]([NH2:16])[CH:10]=1)([O-:8])=[O:7].C([O-])(O)=O.[Na+]. The catalyst is [Cl-].C([N+](C)(C)C)C1C=CC=CC=1.C(Cl)(Cl)Cl. The product is [N+:6]([C:9]1[CH:14]=[CH:13][C:12]2[O:15][CH2:2][C:3](=[O:4])[NH:16][C:11]=2[CH:10]=1)([O-:8])=[O:7]. The yield is 0.410. (2) The reactants are C([O:8][C@@H:9]1[C@@H:47]([O:48]CC2C=CC=CC=2)[C@H:46]([O:56][C@@H:57]2[O:86][C@H:85]([CH2:87][F:88])[C@@H:76]([O:77]CC3C=CC=CC=3)[C@H:67]([O:68]CC3C=CC=CC=3)[C@H:58]2[O:59]CC2C=CC=CC=2)[C@@H:45]([CH2:89][O:90]CC2C=CC=CC=2)[O:44][C@@H:10]1[O:11][C@H:12]1[C@H:16]([O:17]CC2C=CC=CC=2)[CH2:15][N:14](C(OCC2C=CC=CC=2)=O)[C@@H:13]1[CH2:35][O:36]CC1C=CC=CC=1)C1C=CC=CC=1.Cl. The catalyst is CO.[OH-].[Pd+2].[OH-].[C]. The product is [F:88][CH2:87][C@H:85]1[O:86][C@@H:57]([O:56][C@@H:46]2[C@@H:45]([CH2:89][OH:90])[O:44][C@H:10]([O:11][C@H:12]3[C@H:16]([OH:17])[CH2:15][NH:14][C@@H:13]3[CH2:35][OH:36])[C@H:9]([OH:8])[C@H:47]2[OH:48])[C@H:58]([OH:59])[C@@H:67]([OH:68])[C@@H:76]1[OH:77]. The yield is 0.520. (3) The reactants are [Cl:1][C:2]1[CH:3]=[C:4]2[C:8](=[C:9]([NH:11][C:12]([C@@H:14]3[CH2:19][O:18][C:17]([CH3:21])([CH3:20])[CH2:16][N:15]3[CH2:22][C:23]([N:25]3[CH2:30][C@@H:29]([CH3:31])[O:28][C@@H:27]([CH3:32])[CH2:26]3)=[O:24])=[O:13])[CH:10]=1)[NH:7][C:6]1[CH:33]=[N:34][CH:35]=[CH:36][C:5]2=1.C(OCC)(=O)C.Cl.C(O)(C)C. The catalyst is C1(C)C=CC=CC=1. The product is [ClH:1].[Cl:1][C:2]1[CH:3]=[C:4]2[C:8](=[C:9]([NH:11][C:12]([C@@H:14]3[CH2:19][O:18][C:17]([CH3:21])([CH3:20])[CH2:16][N:15]3[CH2:22][C:23]([N:25]3[CH2:26][C@@H:27]([CH3:32])[O:28][C@@H:29]([CH3:31])[CH2:30]3)=[O:24])=[O:13])[CH:10]=1)[NH:7][C:6]1[CH:33]=[N:34][CH:35]=[CH:36][C:5]2=1. The yield is 0.120. (4) The reactants are Br[C:2]1[CH:3]=[CH:4][C:5]2[O:14][C:13]3[CH2:12][CH2:11][N:10]([C:15]([O:17][C:18]([CH3:21])([CH3:20])[CH3:19])=[O:16])[CH2:9][C:8]=3[C:6]=2[CH:7]=1.[F:22][C:23]1[CH:28]=[CH:27][C:26]([S:29]([O-:31])=[O:30])=[CH:25][CH:24]=1.[Na+]. No catalyst specified. The product is [F:22][C:23]1[CH:28]=[CH:27][C:26]([S:29]([C:2]2[CH:3]=[CH:4][C:5]3[O:14][C:13]4[CH2:12][CH2:11][N:10]([C:15]([O:17][C:18]([CH3:21])([CH3:20])[CH3:19])=[O:16])[CH2:9][C:8]=4[C:6]=3[CH:7]=2)(=[O:31])=[O:30])=[CH:25][CH:24]=1. The yield is 0.360. (5) The reactants are [OH-:1].[Li+].[CH:3]([O:6][C:7]1[CH:8]=[CH:9][C:10](C(OC)=O)=[N:11][CH:12]=1)([CH3:5])[CH3:4].[O:17]1[CH2:22]COCC1. The catalyst is C(OCC)(=O)C. The product is [CH:3]([O:6][C:7]1[C:12]([C:22]([OH:17])=[O:1])=[N:11][CH:10]=[CH:9][CH:8]=1)([CH3:4])[CH3:5]. The yield is 0.290. (6) The reactants are CC1(C)O[C:6](=[O:8])[C:5](=[CH:9][NH:10][C:11]2[CH:16]=[CH:15][C:14]([O:17][C:18](=[O:20])[CH3:19])=[C:13]([O:21][CH3:22])[CH:12]=2)C(=O)O1.C1(OC2C=CC=CC=2)C=CC=CC=1.C1(C2C=CC=CC=2)C=CC=CC=1. The catalyst is CCCCCCC. The product is [CH3:22][O:21][C:13]1[CH:12]=[C:11]2[C:16]([C:6](=[O:8])[CH:5]=[CH:9][NH:10]2)=[CH:15][C:14]=1[O:17][C:18](=[O:20])[CH3:19]. The yield is 0.680. (7) The reactants are [Cl:1][C:2]1[CH:11]=[C:10]([OH:12])[C:9]([N+:13]([O-:15])=[O:14])=[CH:8][C:3]=1[C:4]([O:6][CH3:7])=[O:5].I[CH:17]([CH3:19])[CH3:18].C(=O)([O-])[O-].[K+].[K+]. The catalyst is CC(=O)CC. The product is [Cl:1][C:2]1[CH:11]=[C:10]([O:12][CH:17]([CH3:19])[CH3:18])[C:9]([N+:13]([O-:15])=[O:14])=[CH:8][C:3]=1[C:4]([O:6][CH3:7])=[O:5]. The yield is 0.790. (8) The yield is 0.320. The reactants are [N:1]1[CH:6]=[CH:5][CH:4]=[CH:3][C:2]=1[C:7]1[N:11]=[C:10]([C:12]2[CH:13]=[N:14][CH:15]=[C:16](Br)[CH:17]=2)[O:9][N:8]=1.[O:19]1[CH:23]=[CH:22][C:21](B(O)O)=[CH:20]1.C(=O)([O-])[O-].[Na+].[Na+]. The catalyst is C1C=CC([P]([Pd]([P](C2C=CC=CC=2)(C2C=CC=CC=2)C2C=CC=CC=2)([P](C2C=CC=CC=2)(C2C=CC=CC=2)C2C=CC=CC=2)[P](C2C=CC=CC=2)(C2C=CC=CC=2)C2C=CC=CC=2)(C2C=CC=CC=2)C2C=CC=CC=2)=CC=1.COCCOC. The product is [N:1]1[CH:6]=[CH:5][CH:4]=[CH:3][C:2]=1[C:7]1[N:11]=[C:10]([C:12]2[CH:13]=[N:14][CH:15]=[C:16]([C:21]3[CH:22]=[CH:23][O:19][CH:20]=3)[CH:17]=2)[O:9][N:8]=1. (9) The reactants are [CH2:1]([O:3][C:4]([C:6]1[CH:11]=[C:10]([CH3:12])[NH:9][C:8](=[O:13])[C:7]=1[O:14][CH2:15][C:16]1[CH:21]=[CH:20][CH:19]=[CH:18][CH:17]=1)=[O:5])[CH3:2].CC(C)([O-])C.[Mg+2].CC(C)([O-])C.CC(C)([O-])C.[K+].N#N.Br[CH2:42][C:43]([OH:45])=[O:44].Cl. The catalyst is O1CCCC1. The product is [CH2:1]([O:3][C:4]([C:6]1[CH:11]=[C:10]([CH3:12])[N:9]([CH2:42][C:43]([OH:45])=[O:44])[C:8](=[O:13])[C:7]=1[O:14][CH2:15][C:16]1[CH:17]=[CH:18][CH:19]=[CH:20][CH:21]=1)=[O:5])[CH3:2]. The yield is 0.750.